Dataset: Reaction yield outcomes from USPTO patents with 853,638 reactions. Task: Predict the reaction yield, written as a fraction of the theoretical maximum amount of product (1.0 means a 100% yield; for example, 0.34 means a 34% yield). (1) The reactants are Br[C:2]1[CH:3]=[C:4]([NH:10][C:11]2[CH:16]=[CH:15][C:14]([N:17]3[CH2:22][CH2:21][N:20]([CH3:23])[C@H:19]([CH3:24])[CH2:18]3)=[CH:13][N:12]=2)[C:5](=[O:9])[N:6]([CH3:8])[CH:7]=1.[C:25]([O:28][CH2:29][C:30]1[C:35](B2OC(C)(C)C(C)(C)O2)=[CH:34][C:33]([F:45])=[CH:32][C:31]=1[N:46]1[CH2:58][CH2:57][N:49]2[C:50]3[CH2:51][CH2:52][CH2:53][CH2:54][C:55]=3[CH:56]=[C:48]2[C:47]1=[O:59])(=[O:27])[CH3:26].CC([O-])=O.[Na+].[O-]P([O-])([O-])=O.[K+].[K+].[K+]. The catalyst is C1C=CC(P(C2C=CC=CC=2)[C-]2C=CC=C2)=CC=1.C1C=CC(P(C2C=CC=CC=2)[C-]2C=CC=C2)=CC=1.Cl[Pd]Cl.[Fe+2].O1CCOCC1. The product is [C:25]([O:28][CH2:29][C:30]1[C:31]([N:46]2[CH2:58][CH2:57][N:49]3[C:50]4[CH2:51][CH2:52][CH2:53][CH2:54][C:55]=4[CH:56]=[C:48]3[C:47]2=[O:59])=[CH:32][C:33]([F:45])=[CH:34][C:35]=1[C:2]1[CH:3]=[C:4]([NH:10][C:11]2[CH:16]=[CH:15][C:14]([N:17]3[CH2:22][CH2:21][N:20]([CH3:23])[C@H:19]([CH3:24])[CH2:18]3)=[CH:13][N:12]=2)[C:5](=[O:9])[N:6]([CH3:8])[CH:7]=1)(=[O:27])[CH3:26]. The yield is 0.580. (2) The reactants are [C:1]1([S:7](OCCCCCCCCC2CC=2)(=O)=O)C=[CH:5][CH:4]=[CH:3][CH:2]=1.[CH3:22][C:23]([CH3:26])([O-])[CH3:24].[K+].[NH:28]1[CH:32]=[N:31][C:30](S)=[N:29]1.[I-].[Na+].C(O[CH2:40][CH3:41])(=O)C. The catalyst is CN(C)C=O.O. The product is [NH:28]1[CH:32]=[N:31][CH2:30][N:29]1[S:7][CH2:1][CH2:2][CH2:3][CH2:4][CH2:5][CH2:40][CH2:41][CH2:22][C:23]1[CH2:26][CH:24]=1. The yield is 0.700.